Regression. Given a peptide amino acid sequence and an MHC pseudo amino acid sequence, predict their binding affinity value. This is MHC class I binding data. From a dataset of Peptide-MHC class I binding affinity with 185,985 pairs from IEDB/IMGT. The peptide sequence is AQRWANQIR. The MHC is HLA-A31:01 with pseudo-sequence HLA-A31:01. The binding affinity (normalized) is 0.581.